This data is from Retrosynthesis with 50K atom-mapped reactions and 10 reaction types from USPTO. The task is: Predict the reactants needed to synthesize the given product. (1) Given the product COC(=O)c1cc(Br)cc(C(=O)N[C@H](C)c2ccccc2)c1, predict the reactants needed to synthesize it. The reactants are: COC(=O)c1cc(Br)cc(C(=O)O)c1.C[C@@H](N)c1ccccc1. (2) Given the product Cc1ccc(-c2nc(CO[C@@H]3CCC[C@H](CCC(C)(C)C(=O)O)C3)c(C)o2)cc1, predict the reactants needed to synthesize it. The reactants are: Cc1ccc(-c2nc(CO[C@@H]3CCC[C@H](CCC(C)(C)C(=O)OC(C)(C)C)C3)c(C)o2)cc1. (3) Given the product CC(=O)c1cc(=O)c2cc(Br)ccc2o1, predict the reactants needed to synthesize it. The reactants are: CON(C)C(=O)c1cc(=O)c2cc(Br)ccc2o1. (4) Given the product CCOC(=O)Cc1ccc(OC)c(-c2ccc(C(F)(F)F)cc2C=O)c1, predict the reactants needed to synthesize it. The reactants are: CCOC(=O)Cc1ccc(OC)c(B2OC(C)(C)C(C)(C)O2)c1.O=Cc1cc(C(F)(F)F)ccc1Br. (5) Given the product COc1cc(/C=C(\CCCCl)C(=O)O)ccc1-n1cnc(C)n1, predict the reactants needed to synthesize it. The reactants are: COc1cc(/C=C(\CCCCl)C(=O)OC(C)(C)C)ccc1-n1cnc(C)n1. (6) The reactants are: CCOc1cc2c(c3c1OC(C)(C)C3)C(c1ccc(/C=C/C(=O)OC)c(C)c1)=NC(C)(C)C2. Given the product CCOc1cc2c(c3c1OC(C)(C)C3)C(c1ccc(/C=C/C(=O)O)c(C)c1)=NC(C)(C)C2, predict the reactants needed to synthesize it. (7) Given the product Nc1ncnc2c1c(CCCO)nn2Cc1oc2ccccc2c(=O)c1-c1ccccc1, predict the reactants needed to synthesize it. The reactants are: Nc1ncnc2c1c(C#CCO)nn2Cc1oc2ccccc2c(=O)c1-c1ccccc1.